Dataset: Peptide-MHC class II binding affinity with 134,281 pairs from IEDB. Task: Regression. Given a peptide amino acid sequence and an MHC pseudo amino acid sequence, predict their binding affinity value. This is MHC class II binding data. (1) The peptide sequence is FMDIWTYNAELLVLLDNE. The MHC is DRB1_1101 with pseudo-sequence DRB1_1101. The binding affinity (normalized) is 0.520. (2) The peptide sequence is ALRASADAYATAEAS. The MHC is HLA-DPA10103-DPB10401 with pseudo-sequence HLA-DPA10103-DPB10401. The binding affinity (normalized) is 0.116. (3) The peptide sequence is TFAATTNPWASLPG. The MHC is DRB3_0202 with pseudo-sequence DRB3_0202. The binding affinity (normalized) is 0.371. (4) The peptide sequence is AFKVAATYANAAPAN. The MHC is DRB1_0401 with pseudo-sequence DRB1_0401. The binding affinity (normalized) is 0.946. (5) The peptide sequence is ANKVAATAANAAPAN. The MHC is DRB1_0901 with pseudo-sequence DRB1_0901. The binding affinity (normalized) is 0.203.